This data is from Full USPTO retrosynthesis dataset with 1.9M reactions from patents (1976-2016). The task is: Predict the reactants needed to synthesize the given product. (1) Given the product [C:1]([N:8]([CH2:16][C:17]1[CH:18]=[CH:19][C:20]([CH2:23][C:24]([OH:26])=[O:25])=[CH:21][CH:22]=1)[CH2:9][C:10]1[CH:15]=[CH:14][CH:13]=[CH:12][N:11]=1)([O:3][C:4]([CH3:7])([CH3:6])[CH3:5])=[O:2], predict the reactants needed to synthesize it. The reactants are: [C:1]([N:8]([CH2:16][C:17]1[CH:22]=[CH:21][C:20]([CH2:23][C:24]([O:26]C)=[O:25])=[CH:19][CH:18]=1)[CH2:9][C:10]1[CH:15]=[CH:14][CH:13]=[CH:12][N:11]=1)([O:3][C:4]([CH3:7])([CH3:6])[CH3:5])=[O:2].[OH-].[Na+]. (2) Given the product [Br:9][C:5]1[CH:4]=[C:3]([O:10][CH2:18][CH2:19][CH2:20][CH2:21][CH2:22][CH2:23][CH2:24][CH2:25][CH2:26][CH2:27][CH2:28][CH3:29])[C:2]([Br:1])=[CH:7][C:6]=1[O:14][CH2:11][CH2:28][CH2:27][CH2:26][CH2:25][CH2:24][CH2:23][CH2:22][CH2:21][CH2:20][CH2:19][CH3:18], predict the reactants needed to synthesize it. The reactants are: [Br:1][C:2]1[CH:7]=[C:6](O)[C:5]([Br:9])=[CH:4][C:3]=1[OH:10].[C:11]([O-:14])([O-])=O.[K+].[K+].Br[CH2:18][CH2:19][CH2:20][CH2:21][CH2:22][CH2:23][CH2:24][CH2:25][CH2:26][CH2:27][CH2:28][CH3:29]. (3) Given the product [CH3:15][O:14][C:10]1[CH:11]=[C:12]2[C:7](=[CH:8][CH:9]=1)[NH:6][C:5]([C:3]1[O:4][N:20]=[C:18]([CH3:19])[N:17]=1)=[CH:13]2, predict the reactants needed to synthesize it. The reactants are: CO[C:3]([C:5]1[NH:6][C:7]2[C:12]([CH:13]=1)=[CH:11][C:10]([O:14][CH3:15])=[CH:9][CH:8]=2)=[O:4].O[NH:17][C:18](=[NH:20])[CH3:19].C(=O)([O-])[O-].[K+].[K+]. (4) Given the product [CH:1]1([C@@H:4]([C:11]2[CH:16]=[CH:15][C:14]([O:17][CH2:26][C:27]([CH:29]3[CH2:32][N:31]([C:33]([O:35][C:36]([CH3:39])([CH3:38])[CH3:37])=[O:34])[CH2:30]3)=[O:28])=[C:13]([I:18])[CH:12]=2)[C@H:5]([CH3:10])[C:6]([O:8][CH3:9])=[O:7])[CH2:3][CH2:2]1, predict the reactants needed to synthesize it. The reactants are: [CH:1]1([C@@H:4]([C:11]2[CH:16]=[CH:15][C:14]([OH:17])=[C:13]([I:18])[CH:12]=2)[C@H:5]([CH3:10])[C:6]([O:8][CH3:9])=[O:7])[CH2:3][CH2:2]1.C([O-])([O-])=O.[K+].[K+].Br[CH2:26][C:27]([CH:29]1[CH2:32][N:31]([C:33]([O:35][C:36]([CH3:39])([CH3:38])[CH3:37])=[O:34])[CH2:30]1)=[O:28]. (5) Given the product [CH2:11]1[O:12][C@H:5]([C@@H:3]([CH2:2][OH:1])[OH:4])[C@H:7]([OH:8])[C@H:9]1[OH:10], predict the reactants needed to synthesize it. The reactants are: [OH:1][CH2:2][C@@H:3]([C@H:5]([C@@H:7]([C@@H:9]([CH2:11][OH:12])[OH:10])[OH:8])O)[OH:4].OS(O)(=O)=O.C([O-])([O-])=O.[Na+].[Na+].[O-]S([O-])(=O)=O.[Na+].[Na+]. (6) Given the product [CH3:1][O:2][C:3]1[CH:4]=[CH:5][C:6]([NH:9][C:10]([N:25]2[CH2:24][CH2:23][N:22]([C:26]([O:28][C:29]([CH3:30])([CH3:31])[CH3:32])=[O:27])[CH2:21][CH:20]2[CH2:19][NH:18][C:14]2[CH:13]=[N:12][CH:17]=[CH:16][CH:15]=2)=[O:11])=[CH:7][CH:8]=1, predict the reactants needed to synthesize it. The reactants are: [CH3:1][O:2][C:3]1[CH:8]=[CH:7][C:6]([N:9]=[C:10]=[O:11])=[CH:5][CH:4]=1.[N:12]1[CH:17]=[CH:16][CH:15]=[C:14]([NH:18][CH2:19][CH:20]2[NH:25][CH2:24][CH2:23][N:22]([C:26]([O:28][C:29]([CH3:32])([CH3:31])[CH3:30])=[O:27])[CH2:21]2)[CH:13]=1. (7) Given the product [Cl:21][C:17]1[N:16]=[C:15]([C:14]2[S:35][C:34]([CH:36]3[CH2:41][CH2:40][N:39]([C:42]([O:44][C:45]([CH3:48])([CH3:47])[CH3:46])=[O:43])[CH2:38][CH2:37]3)=[N:33][C:13]=2[C:9]2[CH:10]=[CH:11][CH:12]=[C:7]([NH:6][C:5]([O:4][CH2:1][CH:2]=[CH2:3])=[O:24])[C:8]=2[F:23])[CH:20]=[CH:19][N:18]=1, predict the reactants needed to synthesize it. The reactants are: [CH2:1]([O:4][C:5](=[O:24])[NH:6][C:7]1[CH:12]=[CH:11][CH:10]=[C:9]([C:13](=O)[CH2:14][C:15]2[CH:20]=[CH:19][N:18]=[C:17]([Cl:21])[N:16]=2)[C:8]=1[F:23])[CH:2]=[CH2:3].C1C(=O)N(Br)C(=O)C1.[NH2:33][C:34]([CH:36]1[CH2:41][CH2:40][N:39]([C:42]([O:44][C:45]([CH3:48])([CH3:47])[CH3:46])=[O:43])[CH2:38][CH2:37]1)=[S:35].